This data is from Peptide-MHC class II binding affinity with 134,281 pairs from IEDB. The task is: Regression. Given a peptide amino acid sequence and an MHC pseudo amino acid sequence, predict their binding affinity value. This is MHC class II binding data. (1) The peptide sequence is KKGMTTVLDFHPGAG. The MHC is DRB5_0101 with pseudo-sequence DRB5_0101. The binding affinity (normalized) is 0. (2) The MHC is HLA-DQA10301-DQB10302 with pseudo-sequence HLA-DQA10301-DQB10302. The binding affinity (normalized) is 0.0987. The peptide sequence is QSCRRPNAQRFGISNYCQI. (3) The peptide sequence is YLIIGILTL. The MHC is DRB1_0404 with pseudo-sequence DRB1_0404. The binding affinity (normalized) is 0.655. (4) The peptide sequence is KKLVLNIKYTRPGDS. The MHC is DRB3_0101 with pseudo-sequence DRB3_0101. The binding affinity (normalized) is 0.207. (5) The peptide sequence is DRPFQLFEFYAREPDV. The MHC is HLA-DQA10102-DQB10602 with pseudo-sequence HLA-DQA10102-DQB10602. The binding affinity (normalized) is 0.447. (6) The peptide sequence is CHQTMLRNSELCHIC. The MHC is DRB1_0101 with pseudo-sequence DRB1_0101. The binding affinity (normalized) is 0.585. (7) The peptide sequence is LPRLIAFTSEHSHFS. The MHC is HLA-DQA10301-DQB10302 with pseudo-sequence HLA-DQA10301-DQB10302. The binding affinity (normalized) is 0.262. (8) The peptide sequence is YKLGPSPKARSERPA. The MHC is DRB4_0101 with pseudo-sequence DRB4_0103. The binding affinity (normalized) is 0.0556. (9) The peptide sequence is LRPTFDTRLMRLEDE. The MHC is HLA-DQA10501-DQB10301 with pseudo-sequence HLA-DQA10501-DQB10301. The binding affinity (normalized) is 0.251. (10) The peptide sequence is EKKYFAATQYEPLAA. The MHC is DRB1_0101 with pseudo-sequence DRB1_0101. The binding affinity (normalized) is 0.608.